From a dataset of Catalyst prediction with 721,799 reactions and 888 catalyst types from USPTO. Predict which catalyst facilitates the given reaction. (1) Reactant: [C:1]([O:5][C@@H:6]([C:12]1[C:13]([CH3:44])=[N:14][C:15]2[N:16]([N:26]=[C:27]([C:29](=[O:43])[NH:30][CH2:31][CH:32]([OH:42])[CH2:33][CH2:34][C:35]3[CH:40]=[CH:39][C:38]([F:41])=[CH:37][CH:36]=3)[CH:28]=2)[C:17]=1[N:18]1[CH2:23][CH2:22][C:21]([CH3:25])([CH3:24])[CH2:20][CH2:19]1)[C:7]([O:9][CH2:10][CH3:11])=[O:8])([CH3:4])([CH3:3])[CH3:2].C[N+]1([O-])CCOCC1. Product: [C:1]([O:5][C@@H:6]([C:12]1[C:13]([CH3:44])=[N:14][C:15]2[N:16]([N:26]=[C:27]([C:29](=[O:43])[NH:30][CH2:31][C:32](=[O:42])[CH2:33][CH2:34][C:35]3[CH:36]=[CH:37][C:38]([F:41])=[CH:39][CH:40]=3)[CH:28]=2)[C:17]=1[N:18]1[CH2:19][CH2:20][C:21]([CH3:24])([CH3:25])[CH2:22][CH2:23]1)[C:7]([O:9][CH2:10][CH3:11])=[O:8])([CH3:2])([CH3:3])[CH3:4]. The catalyst class is: 862. (2) Reactant: CC1(C)C(C)(C)OB(C2[C:10]([NH:15][C:16](=O)OC(C)(C)C)=[N:11][CH:12]=[CH:13][CH:14]=2)O1.BrC1C=CC=CC=1C#[N:28].C(=O)([O-])[O-].[Na+].[Na+].[C:39]1([CH3:45])[CH:44]=[CH:43][CH:42]=[CH:41][CH:40]=1.C(O)C. Product: [CH:14]1[CH:13]=[CH:12][N:11]=[C:10]2[C:45]=1[C:39]1[CH:44]=[CH:43][CH:42]=[CH:41][C:40]=1[C:16]([NH2:28])=[N:15]2. The catalyst class is: 5. (3) Reactant: [CH2:1]([C:8]1[S:12][C:11]([NH:13][C:14](=[O:35])[CH2:15][CH2:16][C:17]([C:19]2[CH:20]=[CH:21][C:22]([O:32][CH2:33][CH3:34])=[C:23](/[CH:25]=[CH:26]/[C:27]([O:29]CC)=[O:28])[CH:24]=2)=[O:18])=[N:10][C:9]=1[C:36]1[CH:41]=[CH:40][CH:39]=[CH:38][CH:37]=1)[C:2]1[CH:7]=[CH:6][CH:5]=[CH:4][CH:3]=1.CO.[OH-].[Na+]. Product: [CH2:1]([C:8]1[S:12][C:11]([NH:13][C:14](=[O:35])[CH2:15][CH2:16][C:17]([C:19]2[CH:20]=[CH:21][C:22]([O:32][CH2:33][CH3:34])=[C:23](/[CH:25]=[CH:26]/[C:27]([OH:29])=[O:28])[CH:24]=2)=[O:18])=[N:10][C:9]=1[C:36]1[CH:37]=[CH:38][CH:39]=[CH:40][CH:41]=1)[C:2]1[CH:7]=[CH:6][CH:5]=[CH:4][CH:3]=1. The catalyst class is: 1. (4) Reactant: C(O[C:6]([NH:8][CH2:9][CH2:10][NH2:11])=[O:7])(C)(C)C.C(N(CC)CC)C.[C:19]([NH:23][C:24]([C:26]1[CH:31]=[CH:30][C:29]([S:32]([N:35]2[C:43]3[C:38](=[CH:39][C:40]([O:44][CH2:45][CH3:46])=[CH:41][CH:42]=3)[C:37]([C:48]3[CH:49]=[C:50]([CH:54]=[CH:55][C:56]=3[Cl:57])C(O)=O)([CH3:47])[C:36]2=[O:58])(=[O:34])=[O:33])=[C:28]([O:59][CH3:60])[CH:27]=1)=[O:25])([CH3:22])([CH3:21])[CH3:20].O. Product: [C:19]([NH:23][C:24](=[O:25])[C:26]1[CH:31]=[CH:30][C:29]([S:32]([N:35]2[C:43]3[C:38](=[CH:39][C:40]([O:44][CH2:45][CH3:46])=[CH:41][CH:42]=3)[C:37]([C:48]3[CH:49]=[C:50]([C:6]([NH:8][CH2:9][CH2:10][NH2:11])=[O:7])[CH:54]=[CH:55][C:56]=3[Cl:57])([CH3:47])[C:36]2=[O:58])(=[O:34])=[O:33])=[C:28]([O:59][CH3:60])[CH:27]=1)([CH3:20])([CH3:21])[CH3:22]. The catalyst class is: 4. (5) Reactant: C([NH:9][C:10](=[O:27])[NH:11][C:12]1[S:16][C:15]([C:17]([O:19][C:20]([CH3:23])([CH3:22])[CH3:21])=[O:18])=[C:14]([CH3:24])[C:13]=1[C:25]#[N:26])(=O)C1C=CC=CC=1.[OH-].[Na+]. Product: [NH2:26][C:25]1[C:13]2[C:14]([CH3:24])=[C:15]([C:17]([O:19][C:20]([CH3:23])([CH3:22])[CH3:21])=[O:18])[S:16][C:12]=2[NH:11][C:10](=[O:27])[N:9]=1. The catalyst class is: 14. (6) Reactant: FC(F)(F)C(O)=O.C(OC([N:15]1[CH2:20][CH2:19][O:18][C@H:17]([C:21]2[CH:26]=[CH:25][C:24]([NH:27][C:28]([C:30]3[C:38]4[C:33](=[CH:34][C:35]([F:39])=[CH:36][CH:37]=4)[NH:32][N:31]=3)=[O:29])=[C:23]([F:40])[CH:22]=2)[CH2:16]1)=O)(C)(C)C.[OH-].[Na+]. Product: [F:40][C:23]1[CH:22]=[C:21]([C@H:17]2[O:18][CH2:19][CH2:20][NH:15][CH2:16]2)[CH:26]=[CH:25][C:24]=1[NH:27][C:28]([C:30]1[C:38]2[C:33](=[CH:34][C:35]([F:39])=[CH:36][CH:37]=2)[NH:32][N:31]=1)=[O:29]. The catalyst class is: 192. (7) Reactant: [CH3:1][Si:2]([CH3:50])([CH3:49])[CH2:3][CH2:4][O:5][C:6](=[O:48])[C@@H:7]([NH:30]C(OCC1C2C=CC=CC=2C2C1=CC=CC=2)=O)[CH2:8][CH2:9][CH2:10][CH2:11][NH:12][C:13](=[O:29])[CH2:14][CH2:15][CH2:16][CH2:17][CH2:18][CH2:19]/[CH:20]=[CH:21]/[CH2:22][CH2:23][CH2:24][CH2:25][CH2:26][CH2:27][CH3:28].C(NCC)C. Product: [CH3:49][Si:2]([CH3:1])([CH3:50])[CH2:3][CH2:4][O:5][C:6](=[O:48])[C@@H:7]([NH2:30])[CH2:8][CH2:9][CH2:10][CH2:11][NH:12][C:13](=[O:29])[CH2:14][CH2:15][CH2:16][CH2:17][CH2:18][CH2:19]/[CH:20]=[CH:21]/[CH2:22][CH2:23][CH2:24][CH2:25][CH2:26][CH2:27][CH3:28]. The catalyst class is: 1.